From a dataset of Forward reaction prediction with 1.9M reactions from USPTO patents (1976-2016). Predict the product of the given reaction. (1) Given the reactants [CH:1]1([N:4]([CH2:18][CH2:19][O:20][CH2:21][C:22]([OH:24])=O)[S:5]([C:8]2[C:13]([CH3:14])=[CH:12][C:11]([O:15][CH3:16])=[CH:10][C:9]=2[CH3:17])(=[O:7])=[O:6])[CH2:3][CH2:2]1.C(N(C(C)C)CC)(C)C.C1C=CC2N(O)N=NC=2C=1.CCN=C=NCCCN(C)C.Cl.Cl.[CH:57]1([N:60]2[CH2:65][CH2:64][N:63]([C:66]3([CH2:72][NH:73][C:74](=[O:81])[C:75]4[CH:80]=[CH:79][N:78]=[CH:77][CH:76]=4)[CH2:71][CH2:70][NH:69][CH2:68][CH2:67]3)[CH2:62][CH2:61]2)[CH2:59][CH2:58]1, predict the reaction product. The product is: [CH:1]1([N:4]([CH2:18][CH2:19][O:20][CH2:21][C:22]([N:69]2[CH2:68][CH2:67][C:66]([CH2:72][NH:73][C:74](=[O:81])[C:75]3[CH:80]=[CH:79][N:78]=[CH:77][CH:76]=3)([N:63]3[CH2:62][CH2:61][N:60]([CH:57]4[CH2:58][CH2:59]4)[CH2:65][CH2:64]3)[CH2:71][CH2:70]2)=[O:24])[S:5]([C:8]2[C:9]([CH3:17])=[CH:10][C:11]([O:15][CH3:16])=[CH:12][C:13]=2[CH3:14])(=[O:6])=[O:7])[CH2:3][CH2:2]1. (2) Given the reactants [C:1]([B-:3]([C:8]#[N:9])([C:6]#[N:7])[C:4]#[N:5])#[N:2].[K+].[Br-].[CH2:12]([N+:20]1[CH:25]=[CH:24][CH:23]=[CH:22][CH:21]=1)[CH2:13][CH2:14][CH2:15][CH2:16][CH2:17][CH2:18][CH3:19], predict the reaction product. The product is: [C:1]([B-:3]([C:8]#[N:9])([C:6]#[N:7])[C:4]#[N:5])#[N:2].[CH2:12]([N+:20]1[CH:21]=[CH:22][CH:23]=[CH:24][CH:25]=1)[CH2:13][CH2:14][CH2:15][CH2:16][CH2:17][CH2:18][CH3:19].